From a dataset of Forward reaction prediction with 1.9M reactions from USPTO patents (1976-2016). Predict the product of the given reaction. The product is: [ClH:32].[ClH:32].[NH:16]1[CH2:17][CH2:18][CH2:19][CH:14]([NH:13][C:11]2[C:10]([N:27]3[CH2:31][CH2:30][CH2:29][CH2:28]3)=[N:9][CH:8]=[C:7]([C:4]3[CH:3]=[CH:2][N:1]=[CH:6][CH:5]=3)[N:12]=2)[CH2:15]1. Given the reactants [N:1]1[CH:6]=[CH:5][C:4]([C:7]2[N:12]=[C:11]([NH:13][CH:14]3[CH2:19][CH2:18][CH2:17][N:16](C(OC(C)(C)C)=O)[CH2:15]3)[C:10]([N:27]3[CH2:31][CH2:30][CH2:29][CH2:28]3)=[N:9][CH:8]=2)=[CH:3][CH:2]=1.[ClH:32], predict the reaction product.